From a dataset of Full USPTO retrosynthesis dataset with 1.9M reactions from patents (1976-2016). Predict the reactants needed to synthesize the given product. (1) Given the product [F:16][C:17]1[CH:18]=[C:19]2[C:24](=[CH:25][CH:26]=1)[C:23]([N:27]1[CH2:32][CH2:31][N:30]([CH2:2][CH2:3][CH:4]3[C:9]4[CH:10]=[CH:11][C:12]([C:14]#[N:15])=[CH:13][C:8]=4[CH2:7][CH2:6][O:5]3)[C@H:29]([CH3:33])[CH2:28]1)=[CH:22][CH:21]=[CH:20]2, predict the reactants needed to synthesize it. The reactants are: O=[CH:2][CH2:3][CH:4]1[C:9]2[CH:10]=[CH:11][C:12]([C:14]#[N:15])=[CH:13][C:8]=2[CH2:7][CH2:6][O:5]1.[F:16][C:17]1[CH:18]=[C:19]2[C:24](=[CH:25][CH:26]=1)[C:23]([N:27]1[CH2:32][CH2:31][NH:30][C@H:29]([CH3:33])[CH2:28]1)=[CH:22][CH:21]=[CH:20]2.C([BH3-])#N.[Na+].C(O)(=O)C. (2) Given the product [CH3:1][N:2]([CH2:15][CH2:16][O:17][C:19]1[CH:26]=[CH:25][C:22]([CH:23]=[O:24])=[CH:21][CH:20]=1)[C:3]1[C:4]([O:9][C:10]2[CH:11]=[CH:12][S:13][CH:14]=2)=[N:5][CH:6]=[CH:7][CH:8]=1, predict the reactants needed to synthesize it. The reactants are: [CH3:1][N:2]([CH2:15][CH2:16][OH:17])[C:3]1[C:4]([O:9][C:10]2[CH:11]=[CH:12][S:13][CH:14]=2)=[N:5][CH:6]=[CH:7][CH:8]=1.F[C:19]1[CH:26]=[CH:25][C:22]([CH:23]=[O:24])=[CH:21][CH:20]=1. (3) Given the product [CH3:1][O:2][C:3]([C:5]1[CH:6]=[C:7]2[C:11](=[CH:12][CH:13]=1)[N:10]([CH3:14])[CH:9]=[C:8]2[CH2:20][C:19]1[CH:22]=[CH:23][C:16]([F:15])=[CH:17][CH:18]=1)=[O:4], predict the reactants needed to synthesize it. The reactants are: [CH3:1][O:2][C:3]([C:5]1[CH:6]=[C:7]2[C:11](=[CH:12][CH:13]=1)[N:10]([CH3:14])[CH:9]=[CH:8]2)=[O:4].[F:15][C:16]1[CH:23]=[CH:22][C:19]([CH2:20]Br)=[CH:18][CH:17]=1.O1CCOCC1. (4) The reactants are: F[C:2]1[CH:3]=[C:4]2[C:9](=[CH:10][C:11]=1[N+:12]([O-:14])=[O:13])[NH:8][C:7](=[O:15])[N:6]([NH:16][S:17]([CH3:20])(=[O:19])=[O:18])[C:5]2=[O:21].[NH:22]1[CH2:26][CH2:25][C@@H:24]([OH:27])[CH2:23]1. Given the product [OH:27][C@@H:24]1[CH2:25][CH2:26][N:22]([C:2]2[CH:3]=[C:4]3[C:9](=[CH:10][C:11]=2[N+:12]([O-:14])=[O:13])[NH:8][C:7](=[O:15])[N:6]([NH:16][S:17]([CH3:20])(=[O:19])=[O:18])[C:5]3=[O:21])[CH2:23]1, predict the reactants needed to synthesize it. (5) Given the product [CH3:12][N:2]([CH3:1])[C:3]1[CH:4]=[CH:5][C:6]([C:7]([NH:13][C:14]2[CH:31]=[CH:30][C:17]3[NH:18][C:19]([NH:21][C:22]4[CH:27]=[CH:26][CH:25]=[C:24]([O:28][CH3:29])[CH:23]=4)=[N:20][C:16]=3[CH:15]=2)=[O:9])=[CH:10][CH:11]=1, predict the reactants needed to synthesize it. The reactants are: [CH3:1][N:2]([CH3:12])[C:3]1[CH:11]=[CH:10][C:6]([C:7]([O-:9])=O)=[CH:5][CH:4]=1.[NH2:13][C:14]1[CH:31]=[CH:30][C:17]2[N:18]=[C:19]([NH:21][C:22]3[CH:27]=[CH:26][CH:25]=[C:24]([O:28][CH3:29])[CH:23]=3)[NH:20][C:16]=2[CH:15]=1.